Dataset: Forward reaction prediction with 1.9M reactions from USPTO patents (1976-2016). Task: Predict the product of the given reaction. (1) Given the reactants [C:1]([CH:3]([CH:7]1[C:11]([Cl:12])=[C:10](Cl)C(=O)O1)[C:4]([NH2:6])=[O:5])#[N:2].C(=O)([O-])[O-].[K+].[K+].Cl.[CH3:22][S:23]([C:26]1[CH:27]=[C:28]([CH:32]([NH2:34])[CH3:33])[CH:29]=[CH:30][CH:31]=1)(=[O:25])=[O:24], predict the reaction product. The product is: [ClH:12].[Cl:12][C:11]1[CH:7]=[C:3]([C:4]([NH2:6])=[O:5])[C:1](=[NH:2])[N:34]([CH:32]([C:28]2[CH:29]=[CH:30][CH:31]=[C:26]([S:23]([CH3:22])(=[O:25])=[O:24])[CH:27]=2)[CH3:33])[CH:10]=1. (2) Given the reactants [CH3:1][O:2][C:3](=[O:22])[C:4]1[CH:9]=[CH:8][C:7](OS(C(F)(F)F)(=O)=O)=[C:6]([C:18]([F:21])([F:20])[F:19])[CH:5]=1.[CH:23]1(B(O)O)[CH2:25][CH2:24]1.C(=O)([O-])[O-].[Cs+].[Cs+].C(=O)(O)[O-].[Na+], predict the reaction product. The product is: [CH3:1][O:2][C:3](=[O:22])[C:4]1[CH:9]=[CH:8][C:7]([CH:23]2[CH2:25][CH2:24]2)=[C:6]([C:18]([F:21])([F:20])[F:19])[CH:5]=1. (3) Given the reactants C(O)(=O)C.Cl.C([O:13][C:14]1[CH:15]=[C:16]([C@@:22]23[CH2:30][CH2:29][C@@H:28]([NH:31][C:32]([NH:34][C:35]4[CH:40]=[CH:39][C:38]([F:41])=[C:37]([F:42])[CH:36]=4)=[O:33])[CH2:27][C@@H:26]2[N:25]([CH3:43])[CH2:24][CH2:23]3)[CH:17]=[CH:18][C:19]=1[O:20][CH3:21])C1C=CC=CC=1, predict the reaction product. The product is: [F:42][C:37]1[CH:36]=[C:35]([NH:34][C:32]([NH:31][C@H:28]2[CH2:27][C@H:26]3[C@:22]([C:16]4[CH:17]=[CH:18][C:19]([O:20][CH3:21])=[C:14]([OH:13])[CH:15]=4)([CH2:23][CH2:24][N:25]3[CH3:43])[CH2:30][CH2:29]2)=[O:33])[CH:40]=[CH:39][C:38]=1[F:41]. (4) Given the reactants [O:1]1[C:5]2[CH:6]=[CH:7][CH:8]=[CH:9][C:4]=2[N:3]=[C:2]1[C:10]1[CH:11]=[C:12]([NH2:17])[CH:13]=[CH:14][C:15]=1[Cl:16].N1C=CC=CC=1.[C:24](Cl)(=[O:27])[CH2:25][CH3:26], predict the reaction product. The product is: [O:1]1[C:5]2[CH:6]=[CH:7][CH:8]=[CH:9][C:4]=2[N:3]=[C:2]1[C:10]1[CH:11]=[C:12]([NH:17][C:24](=[O:27])[CH2:25][CH3:26])[CH:13]=[CH:14][C:15]=1[Cl:16].